From a dataset of Catalyst prediction with 721,799 reactions and 888 catalyst types from USPTO. Predict which catalyst facilitates the given reaction. Reactant: [Cl-].[CH3:2][O:3][CH2:4][P+](C1C=CC=CC=1)(C1C=CC=CC=1)C1C=CC=CC=1.CC([O-])(C)C.[K+].[Br:30][C:31]1[CH:32]=[C:33]([C:43]([F:46])([F:45])[F:44])[CH:34]=[C:35]2[C:40]=1[N:39]=[C:38]([CH:41]=O)[CH:37]=[CH:36]2. The catalyst class is: 1. Product: [Br:30][C:31]1[CH:32]=[C:33]([C:43]([F:46])([F:45])[F:44])[CH:34]=[C:35]2[C:40]=1[N:39]=[C:38]([CH:41]=[CH:2][O:3][CH3:4])[CH:37]=[CH:36]2.